This data is from Reaction yield outcomes from USPTO patents with 853,638 reactions. The task is: Predict the reaction yield, written as a fraction of the theoretical maximum amount of product (1.0 means a 100% yield; for example, 0.34 means a 34% yield). (1) The reactants are [N+:1]([C:4]1[C:5]([NH2:21])=[N:6][C:7]([O:10][C:11]2[CH:16]=[CH:15][C:14]([NH:17][C:18](=[O:20])[CH3:19])=[CH:13][CH:12]=2)=[CH:8][CH:9]=1)([O-])=O.[CH3:22][O:23][C:24]([NH:26][C:27](=NC(OC)=O)SC)=[O:25].CC(O)=O.C([O-])(O)=O.[Na+]. The catalyst is CO.[Pd]. The product is [C:18]([NH:17][C:14]1[CH:15]=[CH:16][C:11]([O:10][C:7]2[N:6]=[C:5]3[C:4](=[CH:9][CH:8]=2)[NH:1][CH:27]([NH:26][C:24](=[O:25])[O:23][CH3:22])[NH:21]3)=[CH:12][CH:13]=1)(=[O:20])[CH3:19]. The yield is 0.410. (2) The reactants are [Cl:1][CH2:2][CH2:3][CH2:4][C:5]1[O:9][C:8]([CH2:10][OH:11])=[CH:7][CH:6]=1.N1C=CC=CC=1.S(Br)(Br)=O.[NH2:22][CH2:23][CH2:24][O:25][CH2:26][CH2:27][O-].[Na+].[H-].[Na+].NCCOC(O)C. The catalyst is CCOCC.CN(C=O)C.COCCOCCOC.CCCCCCC. The product is [Cl:1][CH2:2][CH2:3][CH2:4][C:5]1[O:9][C:8]([CH2:10][O:11][CH2:27][CH2:26][O:25][CH2:24][CH2:23][NH2:22])=[CH:7][CH:6]=1. The yield is 0.580. (3) The reactants are [NH2:1][C:2]1[CH:7]=[CH:6][C:5]([NH:8][C:9]2[C:13]([C:14]([NH2:16])=[O:15])=[C:12]([NH:17][CH2:18][C:19]3[CH:24]=[CH:23][C:22]([OH:25])=[CH:21][CH:20]=3)[NH:11][N:10]=2)=[CH:4][CH:3]=1.[C:26](O)(=[O:35])[C:27]1[C:28]([O:33][CH3:34])=[CH:29][CH:30]=[CH:31][CH:32]=1. The catalyst is CN(C=O)C. The product is [OH:25][C:22]1[CH:23]=[CH:24][C:19]([CH2:18][NH:17][C:12]2[NH:11][N:10]=[C:9]([NH:8][C:5]3[CH:4]=[CH:3][C:2]([NH:1][C:26](=[O:35])[C:27]4[CH:32]=[CH:31][CH:30]=[CH:29][C:28]=4[O:33][CH3:34])=[CH:7][CH:6]=3)[C:13]=2[C:14]([NH2:16])=[O:15])=[CH:20][CH:21]=1. The yield is 0.120. (4) The reactants are C(Cl)Cl.[CH3:4][N:5]1[CH2:10][CH2:9][NH:8][CH2:7][CH2:6]1.[CH2:11]([O:18][C:19]([N:21]1[CH2:29][C:28]2[C:23](=[CH:24][CH:25]=[C:26]([CH2:30]OS(C)(=O)=O)[CH:27]=2)[CH2:22]1)=[O:20])[C:12]1[CH:17]=[CH:16][CH:15]=[CH:14][CH:13]=1. The catalyst is O. The product is [CH2:11]([O:18][C:19]([N:21]1[CH2:29][C:28]2[C:23](=[CH:24][CH:25]=[C:26]([CH2:30][N:8]3[CH2:9][CH2:10][N:5]([CH3:4])[CH2:6][CH2:7]3)[CH:27]=2)[CH2:22]1)=[O:20])[C:12]1[CH:17]=[CH:16][CH:15]=[CH:14][CH:13]=1. The yield is 0.470. (5) The reactants are [CH3:1][N:2]1[C:6]2[CH2:7][NH:8][CH2:9][CH2:10][C:5]=2[CH:4]=[N:3]1.Br[C:12]1[CH:13]=[C:14]([CH:30]=[CH:31][CH:32]=1)[O:15][CH2:16][CH:17]([OH:29])[CH2:18][N:19]1[CH2:28][CH2:27][C:26]2[C:21](=[CH:22][CH:23]=[CH:24][CH:25]=2)[CH2:20]1.C([O-])([O-])=O.[Cs+].[Cs+].CC(OC1C=CC=C(OC(C)C)C=1C1C(P(C2CCCCC2)C2CCCCC2)=CC=CC=1)C. The catalyst is O1CCOCC1.O. The product is [CH2:20]1[C:21]2[C:26](=[CH:25][CH:24]=[CH:23][CH:22]=2)[CH2:27][CH2:28][N:19]1[CH2:18][CH:17]([OH:29])[CH2:16][O:15][C:14]1[CH:30]=[CH:31][CH:32]=[C:12]([N:8]2[CH2:9][CH2:10][C:5]3[CH:4]=[N:3][N:2]([CH3:1])[C:6]=3[CH2:7]2)[CH:13]=1. The yield is 0.186. (6) The reactants are Cl.C[O:3][C:4]1[CH:5]=[C:6]2[C:11](=[CH:12][CH:13]=1)[C:10]([O:14][C:15]1[CH:29]=[CH:28][C:18]([O:19][CH2:20][CH2:21][N:22]3[CH2:27][CH2:26][CH2:25][CH2:24][CH2:23]3)=[CH:17][CH:16]=1)=[C:9]([C:30]1[CH:35]=[CH:34][C:33]([S:36][CH3:37])=[CH:32][C:31]=1[CH3:38])[CH:8]=[CH:7]2.B(Br)(Br)Br. The catalyst is ClCCl. The product is [CH3:38][C:31]1[CH:32]=[C:33]([S:36][CH3:37])[CH:34]=[CH:35][C:30]=1[C:9]1[C:10]([O:14][C:15]2[CH:29]=[CH:28][C:18]([O:19][CH2:20][CH2:21][N:22]3[CH2:27][CH2:26][CH2:25][CH2:24][CH2:23]3)=[CH:17][CH:16]=2)=[C:11]2[C:6](=[CH:7][CH:8]=1)[CH:5]=[C:4]([OH:3])[CH:13]=[CH:12]2. The yield is 1.00. (7) The reactants are Cl[C:2]1[N:3]=[CH:4][C:5]2[N:6]([CH3:22])[C:7](=[O:21])[C:8]3([CH2:20][CH2:19]3)[CH2:9][N:10]([CH:13]3[CH2:18][CH2:17][CH2:16][CH2:15][CH2:14]3)[C:11]=2[N:12]=1.[NH2:23][C:24]1[CH:42]=[CH:41][C:27]([C:28]([NH:30][CH:31]2[CH2:38][C@H:37]3[N:39]([CH3:40])[C@H:33]([CH2:34][CH2:35][CH2:36]3)[CH2:32]2)=[O:29])=[CH:26][C:25]=1[F:43].O.C1(C)C=CC(S(O)(=O)=O)=CC=1. The catalyst is CC(C)CC(O)C.CO. The product is [CH:13]1([N:10]2[CH2:9][C:8]3([CH2:20][CH2:19]3)[C:7](=[O:21])[N:6]([CH3:22])[C:5]3[CH:4]=[N:3][C:2]([NH:23][C:24]4[CH:42]=[CH:41][C:27]([C:28]([NH:30][CH:31]5[CH2:38][C@H:37]6[N:39]([CH3:40])[C@H:33]([CH2:34][CH2:35][CH2:36]6)[CH2:32]5)=[O:29])=[CH:26][C:25]=4[F:43])=[N:12][C:11]2=3)[CH2:18][CH2:17][CH2:16][CH2:15][CH2:14]1. The yield is 0.480.